This data is from Forward reaction prediction with 1.9M reactions from USPTO patents (1976-2016). The task is: Predict the product of the given reaction. (1) The product is: [CH:11]1([C:14]2[N:1]=[C:2]3[N:3]=[C:4]([CH3:10])[CH:5]=[C:6]([OH:9])[N:7]3[N:8]=2)[CH2:13][CH2:12]1. Given the reactants [NH2:1][C:2]1[N:7]([NH2:8])[C:6](=[O:9])[CH:5]=[C:4]([CH3:10])[N:3]=1.[CH:11]1([C:14](Cl)=O)[CH2:13][CH2:12]1, predict the reaction product. (2) Given the reactants F[C:2]1[C:7]([CH:8]=O)=[C:6]([I:10])[CH:5]=[CH:4][N:3]=1.O.[NH2:12][NH2:13], predict the reaction product. The product is: [I:10][C:6]1[CH:5]=[CH:4][N:3]=[C:2]2[NH:12][N:13]=[CH:8][C:7]=12.